From a dataset of NCI-60 drug combinations with 297,098 pairs across 59 cell lines. Regression. Given two drug SMILES strings and cell line genomic features, predict the synergy score measuring deviation from expected non-interaction effect. Drug 1: CNC(=O)C1=NC=CC(=C1)OC2=CC=C(C=C2)NC(=O)NC3=CC(=C(C=C3)Cl)C(F)(F)F. Drug 2: CN1C2=C(C=C(C=C2)N(CCCl)CCCl)N=C1CCCC(=O)O.Cl. Cell line: M14. Synergy scores: CSS=-2.28, Synergy_ZIP=3.81, Synergy_Bliss=3.94, Synergy_Loewe=0.206, Synergy_HSA=1.49.